This data is from Full USPTO retrosynthesis dataset with 1.9M reactions from patents (1976-2016). The task is: Predict the reactants needed to synthesize the given product. The reactants are: [CH3:1][C:2]1[CH:14]=[C:13]([O:15][C:16]2[CH:21]=[CH:20][CH:19]=[CH:18][CH:17]=2)[CH:12]=[CH:11][C:3]=1[C:4]([O:6]C(C)(C)C)=[O:5].FC(F)(F)C(O)=O. Given the product [CH3:1][C:2]1[CH:14]=[C:13]([O:15][C:16]2[CH:21]=[CH:20][CH:19]=[CH:18][CH:17]=2)[CH:12]=[CH:11][C:3]=1[C:4]([OH:6])=[O:5], predict the reactants needed to synthesize it.